From a dataset of Reaction yield outcomes from USPTO patents with 853,638 reactions. Predict the reaction yield, written as a fraction of the theoretical maximum amount of product (1.0 means a 100% yield; for example, 0.34 means a 34% yield). The reactants are [Br:1][C:2]1[C:3]([O:18][C:19]2[C:24]([CH3:25])=[CH:23][C:22]([C:26]#[N:27])=[CH:21][C:20]=2[CH3:28])=[N:4][C:5]([NH:9][C:10]2[CH:17]=[CH:16][C:13]([C:14]#[N:15])=[CH:12][CH:11]=2)=[N:6][C:7]=1Cl.[NH3:29].O1CCOCC1. The catalyst is O. The product is [NH2:29][C:7]1[C:2]([Br:1])=[C:3]([O:18][C:19]2[C:24]([CH3:25])=[CH:23][C:22]([C:26]#[N:27])=[CH:21][C:20]=2[CH3:28])[N:4]=[C:5]([NH:9][C:10]2[CH:17]=[CH:16][C:13]([C:14]#[N:15])=[CH:12][CH:11]=2)[N:6]=1. The yield is 0.405.